This data is from Full USPTO retrosynthesis dataset with 1.9M reactions from patents (1976-2016). The task is: Predict the reactants needed to synthesize the given product. (1) Given the product [CH2:31]([O:33][C:34]([N:36]1[CH2:37][CH2:38][N:39]([C:12](=[O:14])[C@@H:11]([NH:15][C:16]([O:18][C:19]([CH3:22])([CH3:21])[CH3:20])=[O:17])[CH2:10][CH2:9][O:8][CH2:1][C:2]2[CH:3]=[CH:4][CH:5]=[CH:6][CH:7]=2)[CH2:40][CH2:41]1)=[O:35])[CH3:32], predict the reactants needed to synthesize it. The reactants are: [CH2:1]([O:8][CH2:9][CH2:10][C@H:11]([NH:15][C:16]([O:18][C:19]([CH3:22])([CH3:21])[CH3:20])=[O:17])[C:12]([OH:14])=O)[C:2]1[CH:7]=[CH:6][CH:5]=[CH:4][CH:3]=1.C(N1CCOCC1)C.[CH2:31]([O:33][C:34]([N:36]1[CH2:41][CH2:40][NH:39][CH2:38][CH2:37]1)=[O:35])[CH3:32].[B-](F)(F)(F)F.CCOC(C(C#N)=NOC(N(C)C)=[N+](C)C)=O. (2) The reactants are: [CH2:1]([NH:8][C:9]([C:11]1[CH:15]=[CH:14][S:13][C:12]=1[NH:16][C:17](=O)[CH2:18][CH:19]([CH3:21])[CH3:20])=[O:10])[C:2]1[CH:7]=[CH:6][CH:5]=[CH:4][CH:3]=1.[OH-].[Na+]. Given the product [CH2:1]([N:8]1[C:9](=[O:10])[C:11]2[CH:15]=[CH:14][S:13][C:12]=2[N:16]=[C:17]1[CH2:18][CH:19]([CH3:21])[CH3:20])[C:2]1[CH:7]=[CH:6][CH:5]=[CH:4][CH:3]=1, predict the reactants needed to synthesize it. (3) The reactants are: C([O:8][C:9](=[O:56])[CH2:10][CH:11]1[CH2:16][CH2:15][CH:14]([CH2:17][N:18]2[CH2:24][CH2:23][CH2:22][CH:21]([N:25]([CH2:32][C:33]3[CH:38]=[C:37]([C:39]([F:42])([F:41])[F:40])[CH:36]=[C:35]([C:43]([F:46])([F:45])[F:44])[CH:34]=3)[C:26]3[N:27]=[N:28][N:29]([CH3:31])[N:30]=3)[C:20]3[CH:47]=[C:48]([CH3:55])[C:49]([C:51]([F:54])([F:53])[F:52])=[CH:50][C:19]2=3)[CH2:13][CH2:12]1)C1C=CC=CC=1. Given the product [F:45][C:43]([F:44])([F:46])[C:35]1[CH:34]=[C:33]([CH:38]=[C:37]([C:39]([F:42])([F:41])[F:40])[CH:36]=1)[CH2:32][N:25]([C:26]1[N:27]=[N:28][N:29]([CH3:31])[N:30]=1)[CH:21]1[CH2:22][CH2:23][CH2:24][N:18]([CH2:17][CH:14]2[CH2:15][CH2:16][CH:11]([CH2:10][C:9]([OH:56])=[O:8])[CH2:12][CH2:13]2)[C:19]2[CH:50]=[C:49]([C:51]([F:52])([F:53])[F:54])[C:48]([CH3:55])=[CH:47][C:20]1=2, predict the reactants needed to synthesize it. (4) Given the product [Cl:1][C:2]1[CH:10]=[C:6]([C:7]([NH:32][CH2:31][CH2:29][OH:30])=[O:8])[CH:5]=[C:4]([CH:3]=1)[C:11]([NH:13][CH2:14][C:15]1[CH:20]=[CH:19][C:18]([C:21]#[N:22])=[CH:17][C:16]=1[O:23][CH2:24][C:25](=[O:28])[NH:26][CH3:27])=[O:12], predict the reactants needed to synthesize it. The reactants are: [Cl:1][C:2]1[CH:3]=[C:4]([C:11]([NH:13][CH2:14][C:15]2[CH:20]=[CH:19][C:18]([C:21]#[N:22])=[CH:17][C:16]=2[O:23][CH2:24][C:25](=[O:28])[NH:26][CH3:27])=[O:12])[CH:5]=[C:6]([CH:10]=1)[C:7](O)=[O:8].[CH2:29]([CH2:31][NH2:32])[OH:30]. (5) Given the product [CH3:13][C:3]1[C:2]([N:1]2[CH:14]=[N:26][N:25]=[N:24]2)=[CH:7][CH:6]=[CH:5][C:4]=1[CH2:8][C:9]([O:11][CH3:12])=[O:10], predict the reactants needed to synthesize it. The reactants are: [NH2:1][C:2]1[C:3]([CH3:13])=[C:4]([CH2:8][C:9]([O:11][CH3:12])=[O:10])[CH:5]=[CH:6][CH:7]=1.[CH:14](OCC)(OCC)OCC.[N-:24]=[N+:25]=[N-:26].[Na+].O. (6) Given the product [Cl:18][C:19]1[C:24]([Cl:25])=[CH:23][CH:22]=[CH:21][C:20]=1[N:15]1[C:13]2=[N:14][C:9]([OH:8])=[CH:10][CH:11]=[C:12]2[N:17]=[CH:16]1, predict the reactants needed to synthesize it. The reactants are: C([O:8][C:9]1[N:14]=[C:13]2[NH:15][CH:16]=[N:17][C:12]2=[CH:11][CH:10]=1)C1C=CC=CC=1.[Cl:18][C:19]1[C:24]([Cl:25])=[CH:23][CH:22]=[CH:21][C:20]=1B(O)O. (7) Given the product [CH3:57][C:47]1[CH:48]=[CH:49][C:50]([S:53]([OH:56])(=[O:55])=[O:54])=[CH:51][CH:52]=1.[CH3:46][N:2]([CH3:1])[CH2:3][C:4]([O:6][C@@H:7]([CH3:45])[CH2:8][N:9]1[C:13]([CH3:14])=[C:12]([C:15](=[O:37])[NH:16][C:17]2[CH:22]=[CH:21][C:20]([O:23][C:24]3[C:33]4[C:28](=[CH:29][C:30]([O:34][CH3:35])=[CH:31][CH:32]=4)[N:27]=[CH:26][CH:25]=3)=[C:19]([F:36])[CH:18]=2)[C:11](=[O:38])[N:10]1[C:39]1[CH:40]=[CH:41][CH:42]=[CH:43][CH:44]=1)=[O:5], predict the reactants needed to synthesize it. The reactants are: [CH3:1][N:2]([CH3:46])[CH2:3][C:4]([O:6][C@@H:7]([CH3:45])[CH2:8][N:9]1[C:13]([CH3:14])=[C:12]([C:15](=[O:37])[NH:16][C:17]2[CH:22]=[CH:21][C:20]([O:23][C:24]3[C:33]4[C:28](=[CH:29][C:30]([O:34][CH3:35])=[CH:31][CH:32]=4)[N:27]=[CH:26][CH:25]=3)=[C:19]([F:36])[CH:18]=2)[C:11](=[O:38])[N:10]1[C:39]1[CH:44]=[CH:43][CH:42]=[CH:41][CH:40]=1)=[O:5].[C:47]1([CH3:57])[CH:52]=[CH:51][C:50]([S:53]([OH:56])(=[O:55])=[O:54])=[CH:49][CH:48]=1. (8) The reactants are: Br[C:2]1[CH:27]=[CH:26][C:5]([O:6][CH2:7][CH2:8][CH2:9][O:10][C:11]2[CH:12]=[C:13]3[C:17](=[CH:18][CH:19]=2)[C@H:16]([CH2:20][C:21]([O:23][CH2:24][CH3:25])=[O:22])[CH2:15][CH2:14]3)=[C:4]([O:28][CH3:29])[CH:3]=1.[S:30]1[CH:34]=[CH:33][C:32](B(O)O)=[CH:31]1.C(Cl)Cl.C([O-])(O)=O.[Na+]. Given the product [CH3:29][O:28][C:4]1[CH:3]=[C:2]([C:32]2[CH:33]=[CH:34][S:30][CH:31]=2)[CH:27]=[CH:26][C:5]=1[O:6][CH2:7][CH2:8][CH2:9][O:10][C:11]1[CH:12]=[C:13]2[C:17](=[CH:18][CH:19]=1)[C@H:16]([CH2:20][C:21]([O:23][CH2:24][CH3:25])=[O:22])[CH2:15][CH2:14]2, predict the reactants needed to synthesize it. (9) Given the product [Cl:1][C:2]1[CH:3]=[C:4]([NH:5][CH:11]([CH3:13])[CH3:10])[CH:6]=[CH:7][C:8]=1[Cl:9], predict the reactants needed to synthesize it. The reactants are: [Cl:1][C:2]1[CH:3]=[C:4]([CH:6]=[CH:7][C:8]=1[Cl:9])[NH2:5].[CH3:10][C:11]([CH3:13])=O.C([BH3-])#N.[Na+]. (10) Given the product [Br:14][C:7]1[CH:8]=[CH:9][N:4]2[N:3]=[C:2]([CH3:1])[CH:11]=[C:5]2[N:6]=1, predict the reactants needed to synthesize it. The reactants are: [CH3:1][C:2]1[CH:11]=[C:5]2[N:6]=[C:7](O)[CH:8]=[CH:9][N:4]2[N:3]=1.P(Br)(Br)([Br:14])=O.